This data is from Forward reaction prediction with 1.9M reactions from USPTO patents (1976-2016). The task is: Predict the product of the given reaction. (1) Given the reactants [Cl:1][C:2]1[CH:7]=[C:6]([C:8]([F:11])([F:10])[F:9])[CH:5]=[CH:4][C:3]=1[C:12]#[C:13][C:14]([OH:16])=O.[CH:17]1([CH2:20][N:21]([CH2:34][CH2:35][CH3:36])[CH2:22][CH2:23][O:24][C:25]2[CH:30]=[CH:29][C:28]([NH2:31])=[CH:27][C:26]=2[O:32][CH3:33])[CH2:19][CH2:18]1.Cl, predict the reaction product. The product is: [ClH:1].[CH:17]1([CH2:20][N:21]([CH2:34][CH2:35][CH3:36])[CH2:22][CH2:23][O:24][C:25]2[CH:30]=[CH:29][C:28]([NH:31][C:14](=[O:16])[C:13]#[C:12][C:3]3[CH:4]=[CH:5][C:6]([C:8]([F:9])([F:10])[F:11])=[CH:7][C:2]=3[Cl:1])=[CH:27][C:26]=2[O:32][CH3:33])[CH2:19][CH2:18]1. (2) Given the reactants [C:1]1([CH2:7][C:8]([CH2:30][C:31]2[CH:36]=[CH:35][CH:34]=[CH:33][CH:32]=2)([CH:10]2[CH2:15][N:14](CC3C=CC=CC=3)[CH2:13][CH2:12][N:11]2CC2C=CC=CC=2)[OH:9])[CH:6]=[CH:5][CH:4]=[CH:3][CH:2]=1, predict the reaction product. The product is: [C:1]1([CH2:7][C:8]([CH2:30][C:31]2[CH:36]=[CH:35][CH:34]=[CH:33][CH:32]=2)([CH:10]2[CH2:15][NH:14][CH2:13][CH2:12][NH:11]2)[OH:9])[CH:2]=[CH:3][CH:4]=[CH:5][CH:6]=1. (3) The product is: [C:24]([NH:28][S:29]([C:32]1[CH:33]=[CH:34][CH:35]=[C:36]([C:21]2[N:20]=[CH:19][N:18]([C:10]3[N:11]=[C:12]([C:14]([F:17])([F:16])[F:15])[CH:13]=[C:8]([C:5]4[CH:6]=[CH:7][C:2]([Cl:1])=[CH:3][CH:4]=4)[N:9]=3)[CH:22]=2)[CH:37]=1)(=[O:31])=[O:30])([CH3:27])([CH3:25])[CH3:26]. Given the reactants [Cl:1][C:2]1[CH:7]=[CH:6][C:5]([C:8]2[CH:13]=[C:12]([C:14]([F:17])([F:16])[F:15])[N:11]=[C:10]([N:18]3[CH:22]=[C:21](I)[N:20]=[CH:19]3)[N:9]=2)=[CH:4][CH:3]=1.[C:24]([NH:28][S:29]([C:32]1[CH:33]=[C:34](B(O)O)[CH:35]=[CH:36][CH:37]=1)(=[O:31])=[O:30])([CH3:27])([CH3:26])[CH3:25], predict the reaction product.